This data is from NCI-60 drug combinations with 297,098 pairs across 59 cell lines. The task is: Regression. Given two drug SMILES strings and cell line genomic features, predict the synergy score measuring deviation from expected non-interaction effect. Synergy scores: CSS=41.8, Synergy_ZIP=0.815, Synergy_Bliss=0.354, Synergy_Loewe=-6.92, Synergy_HSA=2.24. Drug 1: CC12CCC(CC1=CCC3C2CCC4(C3CC=C4C5=CN=CC=C5)C)O. Drug 2: CC1C(C(CC(O1)OC2CC(CC3=C2C(=C4C(=C3O)C(=O)C5=C(C4=O)C(=CC=C5)OC)O)(C(=O)CO)O)N)O.Cl. Cell line: U251.